This data is from Peptide-MHC class II binding affinity with 134,281 pairs from IEDB. The task is: Regression. Given a peptide amino acid sequence and an MHC pseudo amino acid sequence, predict their binding affinity value. This is MHC class II binding data. The peptide sequence is EKKYHAATQFEPLAA. The MHC is HLA-DQA10501-DQB10201 with pseudo-sequence HLA-DQA10501-DQB10201. The binding affinity (normalized) is 0.276.